The task is: Regression. Given a peptide amino acid sequence and an MHC pseudo amino acid sequence, predict their binding affinity value. This is MHC class I binding data.. This data is from Peptide-MHC class I binding affinity with 185,985 pairs from IEDB/IMGT. (1) The binding affinity (normalized) is 0.733. The MHC is HLA-B44:03 with pseudo-sequence HLA-B44:03. The peptide sequence is RETACLGKAY. (2) The peptide sequence is ALVEMGHHV. The MHC is HLA-A02:16 with pseudo-sequence HLA-A02:16. The binding affinity (normalized) is 0.872.